From a dataset of Catalyst prediction with 721,799 reactions and 888 catalyst types from USPTO. Predict which catalyst facilitates the given reaction. (1) Reactant: C(=O)([O-])[O-].[Cs+].[Cs+].[Br:7][C:8]1[CH:9]=[C:10]([OH:14])[CH:11]=[CH:12][CH:13]=1.Br[CH:16]([CH3:22])[C:17]([O:19][CH2:20][CH3:21])=[O:18]. Product: [CH2:20]([O:19][C:17](=[O:18])[CH:16]([O:14][C:10]1[CH:11]=[CH:12][CH:13]=[C:8]([Br:7])[CH:9]=1)[CH3:22])[CH3:21]. The catalyst class is: 369. (2) Reactant: [C:1]([O:5][C:6]([N:8]1[CH2:18][CH:17]2[CH2:19][CH:10]([C:11]3[CH:12]=[C:13]([NH2:25])[C:14]([NH:20][CH2:21][CH2:22][CH2:23][CH3:24])=[CH:15][C:16]=32)[CH2:9]1)=[O:7])([CH3:4])([CH3:3])[CH3:2].[CH3:26]C(O)=O.C(OC=C(C#N)C#N)C.CO.C(Cl)Cl. Product: [C:1]([O:5][C:6]([N:8]1[CH2:9][CH:10]2[CH2:19][CH:17]([C:16]3[CH:15]=[C:14]4[C:13](=[CH:12][C:11]=32)[N:25]=[CH:26][N:20]4[CH2:21][CH2:22][CH2:23][CH3:24])[CH2:18]1)=[O:7])([CH3:4])([CH3:3])[CH3:2]. The catalyst class is: 8. (3) Reactant: [C:1]([O:5][C:6]([N:8]1[CH2:12][CH:11]=[C:10]([C:13]2[CH:18]=[C:17]([O:19][C:20]3[CH:25]=[CH:24][C:23]([NH:26][C:27](=[O:34])[C:28]4[CH:33]=[CH:32][CH:31]=[CH:30][CH:29]=4)=[CH:22][CH:21]=3)[C:16]([C:35](=[O:37])[NH2:36])=[CH:15][N:14]=2)[CH2:9]1)=[O:7])([CH3:4])([CH3:3])[CH3:2]. Product: [C:1]([O:5][C:6]([N:8]1[CH2:12][CH2:11][CH:10]([C:13]2[CH:18]=[C:17]([O:19][C:20]3[CH:25]=[CH:24][C:23]([NH:26][C:27](=[O:34])[C:28]4[CH:33]=[CH:32][CH:31]=[CH:30][CH:29]=4)=[CH:22][CH:21]=3)[C:16]([C:35](=[O:37])[NH2:36])=[CH:15][N:14]=2)[CH2:9]1)=[O:7])([CH3:4])([CH3:2])[CH3:3]. The catalyst class is: 403. (4) Reactant: [NH2:1][C:2]1[CH:31]=[CH:30][C:5]2[NH:6][C:7]([C:12]3[C:13](=[O:29])[C:14]([CH2:24][CH2:25][CH:26]4[CH2:28][CH2:27]4)([CH3:23])[C:15]4[C:20]([C:21]=3[OH:22])=[CH:19][CH:18]=[CH:17][CH:16]=4)=[N:8][S:9](=[O:11])(=[O:10])[C:4]=2[CH:3]=1.C(N(CC)C(C)C)(C)C.[C:41]([O:45][C:46](=[O:52])[CH2:47][S:48](Cl)(=[O:50])=[O:49])([CH3:44])([CH3:43])[CH3:42]. Product: [C:41]([O:45][C:46](=[O:52])[CH2:47][S:48]([NH:1][C:2]1[CH:31]=[CH:30][C:5]2[NH:6][C:7]([C:12]3[C:13](=[O:29])[C:14]([CH2:24][CH2:25][CH:26]4[CH2:28][CH2:27]4)([CH3:23])[C:15]4[C:20](=[CH:19][CH:18]=[CH:17][CH:16]=4)[C:21]=3[OH:22])=[N:8][S:9](=[O:11])(=[O:10])[C:4]=2[CH:3]=1)(=[O:49])=[O:50])([CH3:44])([CH3:42])[CH3:43]. The catalyst class is: 4. (5) Reactant: [N+:1]([C:4]1[CH:11]=[CH:10][CH:9]=[CH:8][C:5]=1[CH:6]=O)([O-:3])=[O:2].[NH2:12][CH:13]1[CH2:18][CH2:17][N:16]([CH2:19][C:20]2[CH:25]=[CH:24][CH:23]=[CH:22][CH:21]=2)[CH2:15][CH2:14]1.[BH4-].[Na+].[Cl-].[NH4+]. Product: [CH2:19]([N:16]1[CH2:17][CH2:18][CH:13]([NH:12][CH2:6][C:5]2[CH:8]=[CH:9][CH:10]=[CH:11][C:4]=2[N+:1]([O-:3])=[O:2])[CH2:14][CH2:15]1)[C:20]1[CH:21]=[CH:22][CH:23]=[CH:24][CH:25]=1. The catalyst class is: 8. (6) Reactant: C[O:2][CH:3](OC)[C:4]1[N:5]([C:13]2[CH:18]=[CH:17][C:16]([N+:19]([O-:21])=[O:20])=[CH:15][CH:14]=2)[CH:6]=[C:7]([C:9]([F:12])([F:11])[F:10])[N:8]=1.CC1C=CC(S(O)(=O)=O)=CC=1. Product: [N+:19]([C:16]1[CH:17]=[CH:18][C:13]([N:5]2[CH:6]=[C:7]([C:9]([F:12])([F:11])[F:10])[N:8]=[C:4]2[CH:3]=[O:2])=[CH:14][CH:15]=1)([O-:21])=[O:20]. The catalyst class is: 95. (7) Reactant: BrC[CH2:3][CH2:4][C:5]([O:7][CH2:8][CH3:9])=[O:6].[F:10][C:11]([F:21])([F:20])[O:12][C:13]1[CH:14]=[C:15]([OH:19])[CH:16]=[CH:17][CH:18]=1.C(=O)([O-])[O-].[K+].[K+]. Product: [F:10][C:11]([F:20])([F:21])[O:12][C:13]1[CH:14]=[C:15]([CH:16]=[CH:17][CH:18]=1)[O:19][CH2:3][CH2:4][C:5]([O:7][CH2:8][CH3:9])=[O:6]. The catalyst class is: 21. (8) Reactant: [F:1][C:2]1[CH:3]=[N:4][C:5]([NH:11][CH:12]([CH3:17])[C:13]([F:16])([F:15])[F:14])=[C:6]([CH:10]=1)[C:7]([OH:9])=O.CCN=C=NCCCN(C)C.C1C=CC2N(O)N=NC=2C=1.CCN(C(C)C)C(C)C.[CH3:48][C:49]([NH2:53])([C:51]#[CH:52])[CH3:50]. Product: [F:1][C:2]1[CH:3]=[N:4][C:5]([NH:11][CH:12]([CH3:17])[C:13]([F:16])([F:15])[F:14])=[C:6]([CH:10]=1)[C:7]([NH:53][C:49]([CH3:50])([C:51]#[CH:52])[CH3:48])=[O:9]. The catalyst class is: 2.